Dataset: HIV replication inhibition screening data with 41,000+ compounds from the AIDS Antiviral Screen. Task: Binary Classification. Given a drug SMILES string, predict its activity (active/inactive) in a high-throughput screening assay against a specified biological target. (1) The compound is COc1ccc(OC)c(NC(=O)C(=O)Nn2c(=S)[nH]c3ccccc3c2=O)c1. The result is 0 (inactive). (2) The molecule is Clc1ccccc1CN1COc2c(ccc3ccccc23)C1. The result is 0 (inactive).